This data is from Peptide-MHC class I binding affinity with 185,985 pairs from IEDB/IMGT. The task is: Regression. Given a peptide amino acid sequence and an MHC pseudo amino acid sequence, predict their binding affinity value. This is MHC class I binding data. (1) The binding affinity (normalized) is 0. The MHC is HLA-B51:01 with pseudo-sequence HLA-B51:01. The peptide sequence is ETKLGKAGY. (2) The MHC is HLA-A29:02 with pseudo-sequence HLA-A29:02. The binding affinity (normalized) is 0.571. The peptide sequence is LVAEMDGIQY. (3) The peptide sequence is DIVKGLSGY. The MHC is HLA-A11:01 with pseudo-sequence HLA-A11:01. The binding affinity (normalized) is 0.0847. (4) The peptide sequence is SSDLRSWTF. The MHC is HLA-A29:02 with pseudo-sequence HLA-A29:02. The binding affinity (normalized) is 0.0847. (5) The peptide sequence is YFSDVSAPV. The MHC is HLA-B15:01 with pseudo-sequence HLA-B15:01. The binding affinity (normalized) is 0.394.